Dataset: NCI-60 drug combinations with 297,098 pairs across 59 cell lines. Task: Regression. Given two drug SMILES strings and cell line genomic features, predict the synergy score measuring deviation from expected non-interaction effect. (1) Drug 1: CCC1(CC2CC(C3=C(CCN(C2)C1)C4=CC=CC=C4N3)(C5=C(C=C6C(=C5)C78CCN9C7C(C=CC9)(C(C(C8N6C)(C(=O)OC)O)OC(=O)C)CC)OC)C(=O)OC)O.OS(=O)(=O)O. Drug 2: CCCCCOC(=O)NC1=NC(=O)N(C=C1F)C2C(C(C(O2)C)O)O. Cell line: HL-60(TB). Synergy scores: CSS=-1.33, Synergy_ZIP=1.45, Synergy_Bliss=4.15, Synergy_Loewe=1.14, Synergy_HSA=0.307. (2) Drug 1: C1C(C(OC1N2C=C(C(=O)NC2=O)F)CO)O. Drug 2: C(CC(=O)O)C(=O)CN.Cl. Cell line: TK-10. Synergy scores: CSS=22.8, Synergy_ZIP=-3.91, Synergy_Bliss=-3.34, Synergy_Loewe=-20.2, Synergy_HSA=-0.877. (3) Drug 1: CCCCCOC(=O)NC1=NC(=O)N(C=C1F)C2C(C(C(O2)C)O)O. Drug 2: C1C(C(OC1N2C=NC3=C2NC=NCC3O)CO)O. Cell line: OVCAR-5. Synergy scores: CSS=0.743, Synergy_ZIP=-0.872, Synergy_Bliss=-2.00, Synergy_Loewe=-2.64, Synergy_HSA=-2.41. (4) Drug 1: CCCS(=O)(=O)NC1=C(C(=C(C=C1)F)C(=O)C2=CNC3=C2C=C(C=N3)C4=CC=C(C=C4)Cl)F. Drug 2: CC1=C2C(C(=O)C3(C(CC4C(C3C(C(C2(C)C)(CC1OC(=O)C(C(C5=CC=CC=C5)NC(=O)C6=CC=CC=C6)O)O)OC(=O)C7=CC=CC=C7)(CO4)OC(=O)C)O)C)OC(=O)C. Cell line: K-562. Synergy scores: CSS=66.7, Synergy_ZIP=15.6, Synergy_Bliss=8.60, Synergy_Loewe=-53.1, Synergy_HSA=5.29. (5) Drug 1: CCC1(CC2CC(C3=C(CCN(C2)C1)C4=CC=CC=C4N3)(C5=C(C=C6C(=C5)C78CCN9C7C(C=CC9)(C(C(C8N6C=O)(C(=O)OC)O)OC(=O)C)CC)OC)C(=O)OC)O.OS(=O)(=O)O. Drug 2: CS(=O)(=O)OCCCCOS(=O)(=O)C. Cell line: HT29. Synergy scores: CSS=6.04, Synergy_ZIP=-0.764, Synergy_Bliss=2.53, Synergy_Loewe=3.05, Synergy_HSA=1.74.